Dataset: NCI-60 drug combinations with 297,098 pairs across 59 cell lines. Task: Regression. Given two drug SMILES strings and cell line genomic features, predict the synergy score measuring deviation from expected non-interaction effect. (1) Drug 1: CC1=CC2C(CCC3(C2CCC3(C(=O)C)OC(=O)C)C)C4(C1=CC(=O)CC4)C. Drug 2: CC(C)NC(=O)C1=CC=C(C=C1)CNNC.Cl. Cell line: HCT-15. Synergy scores: CSS=-1.32, Synergy_ZIP=2.79, Synergy_Bliss=3.49, Synergy_Loewe=-1.40, Synergy_HSA=-0.960. (2) Drug 1: C1CCC(C1)C(CC#N)N2C=C(C=N2)C3=C4C=CNC4=NC=N3. Drug 2: C1=NC(=NC(=O)N1C2C(C(C(O2)CO)O)O)N. Cell line: SNB-75. Synergy scores: CSS=-3.51, Synergy_ZIP=3.47, Synergy_Bliss=2.45, Synergy_Loewe=0.0592, Synergy_HSA=-1.37. (3) Drug 1: C1=NC2=C(N1)C(=S)N=C(N2)N. Drug 2: CC1C(C(CC(O1)OC2CC(CC3=C2C(=C4C(=C3O)C(=O)C5=C(C4=O)C(=CC=C5)OC)O)(C(=O)CO)O)N)O.Cl. Cell line: NCI/ADR-RES. Synergy scores: CSS=36.2, Synergy_ZIP=-14.8, Synergy_Bliss=-10.5, Synergy_Loewe=-10.6, Synergy_HSA=-6.51. (4) Drug 1: CCCS(=O)(=O)NC1=C(C(=C(C=C1)F)C(=O)C2=CNC3=C2C=C(C=N3)C4=CC=C(C=C4)Cl)F. Drug 2: COC1=C(C=C2C(=C1)N=CN=C2NC3=CC(=C(C=C3)F)Cl)OCCCN4CCOCC4. Cell line: OVCAR-5. Synergy scores: CSS=54.5, Synergy_ZIP=5.79, Synergy_Bliss=4.88, Synergy_Loewe=-11.2, Synergy_HSA=0.754. (5) Drug 1: C1=NC2=C(N=C(N=C2N1C3C(C(C(O3)CO)O)F)Cl)N. Drug 2: C(CC(=O)O)C(=O)CN.Cl. Cell line: MALME-3M. Synergy scores: CSS=4.35, Synergy_ZIP=-3.78, Synergy_Bliss=-0.429, Synergy_Loewe=-1.16, Synergy_HSA=-1.45.